Dataset: Full USPTO retrosynthesis dataset with 1.9M reactions from patents (1976-2016). Task: Predict the reactants needed to synthesize the given product. (1) Given the product [N:21]1[CH:22]=[C:23]2[C:18]([N:17]([CH2:16][C:14]3[CH:13]=[CH:12][C:10]4[N:11]=[C:7]([N:6]5[C@@H:5]6[CH2:25][CH2:26][CH2:27][CH2:28][C@H:4]6[O:3][C:2]5([CH3:29])[CH3:1])[S:8][C:9]=4[CH:15]=3)[CH:31]=[N:24]2)=[N:19][CH:20]=1, predict the reactants needed to synthesize it. The reactants are: [CH3:1][C:2]1([CH3:29])[N:6]([C:7]2[S:8][C:9]3[CH:15]=[C:14]([CH2:16][NH:17][C:18]4[C:23]([NH2:24])=[CH:22][N:21]=[CH:20][N:19]=4)[CH:13]=[CH:12][C:10]=3[N:11]=2)[C@@H:5]2[CH2:25][CH2:26][CH2:27][CH2:28][C@H:4]2[O:3]1.Br[C:31]1C=C(N)C(NCC2C=CC3N=C(SC)SC=3C=2)=CC=1OC. (2) Given the product [F:26][C:27]1[CH:34]=[CH:33][C:30]([CH2:31][NH:32][C:2]2[CH:7]=[C:6]([C:8]3[S:9][CH:10]=[C:11]([C:13]4[C:18](=[O:19])[NH:17][C:16]([CH3:20])=[C:15]([C:21]([O:23][CH2:24][CH3:25])=[O:22])[CH:14]=4)[N:12]=3)[CH:5]=[CH:4][N:3]=2)=[CH:29][CH:28]=1, predict the reactants needed to synthesize it. The reactants are: Cl[C:2]1[CH:7]=[C:6]([C:8]2[S:9][CH:10]=[C:11]([C:13]3[C:18](=[O:19])[NH:17][C:16]([CH3:20])=[C:15]([C:21]([O:23][CH2:24][CH3:25])=[O:22])[CH:14]=3)[N:12]=2)[CH:5]=[CH:4][N:3]=1.[F:26][C:27]1[CH:34]=[CH:33][C:30]([CH2:31][NH2:32])=[CH:29][CH:28]=1.Cl. (3) The reactants are: [N+:1]([C:4]1[O:8][C:7]([C:9](Cl)=[O:10])=[CH:6][CH:5]=1)([O-:3])=[O:2].[N:12]1[CH:17]=[CH:16][CH:15]=[CH:14][C:13]=1[N:18]1[CH2:23][CH2:22][N:21]([C:24]2[CH:29]=[CH:28][C:27]([NH2:30])=[CH:26][CH:25]=2)[CH2:20][CH2:19]1.CCN(CC)CC. Given the product [N:12]1[CH:17]=[CH:16][CH:15]=[CH:14][C:13]=1[N:18]1[CH2:23][CH2:22][N:21]([C:24]2[CH:25]=[CH:26][C:27]([NH:30][C:9]([C:7]3[O:8][C:4]([N+:1]([O-:3])=[O:2])=[CH:5][CH:6]=3)=[O:10])=[CH:28][CH:29]=2)[CH2:20][CH2:19]1, predict the reactants needed to synthesize it. (4) Given the product [Br:1][C:2]1[CH:7]=[CH:6][C:5]([CH2:8][CH:9]([N:12]2[CH2:17][CH2:16][O:15][CH2:14][CH2:13]2)[CH3:10])=[CH:4][CH:3]=1, predict the reactants needed to synthesize it. The reactants are: [Br:1][C:2]1[CH:7]=[CH:6][C:5]([CH2:8][C:9](=O)[CH3:10])=[CH:4][CH:3]=1.[NH:12]1[CH2:17][CH2:16][O:15][CH2:14][CH2:13]1. (5) The reactants are: [Br:1][C:2]1[C:3]([OH:13])=[C:4]([C:10](=[O:12])[CH3:11])[CH:5]=[C:6]([Cl:9])[C:7]=1[CH3:8].S(OC)(O[CH3:18])(=O)=O.C(=O)([O-])[O-].[K+].[K+]. Given the product [Br:1][C:2]1[C:3]([O:13][CH3:18])=[C:4]([C:10](=[O:12])[CH3:11])[CH:5]=[C:6]([Cl:9])[C:7]=1[CH3:8], predict the reactants needed to synthesize it.